Dataset: Full USPTO retrosynthesis dataset with 1.9M reactions from patents (1976-2016). Task: Predict the reactants needed to synthesize the given product. (1) Given the product [Cl:25][C:26]1[CH:27]=[C:28]([C:29]2[O:1][N:2]=[C:3]([C:5]3[CH:13]=[CH:12][C:11]4[N:10]5[CH2:14][CH2:15][CH:16]([CH2:17][C:18]([OH:20])=[O:19])[C:9]5=[CH:8][C:7]=4[CH:6]=3)[N:4]=2)[CH:32]=[C:33]([Cl:35])[N:34]=1, predict the reactants needed to synthesize it. The reactants are: [OH:1][N:2]=[C:3]([C:5]1[CH:13]=[CH:12][C:11]2[N:10]3[CH2:14][CH2:15][CH:16]([CH2:17][C:18]([O:20]C(C)(C)C)=[O:19])[C:9]3=[CH:8][C:7]=2[CH:6]=1)[NH2:4].[Cl:25][C:26]1[CH:27]=[C:28]([CH:32]=[C:33]([Cl:35])[N:34]=1)[C:29](Cl)=O. (2) Given the product [CH3:3][C:4]1([CH3:36])[CH2:34][C:8]2[C:9]([C:18]3[CH:23]=[CH:22][N:21]=[C:20]([C:24]4[CH:29]=[CH:28][N:27]=[C:26]([C:30]([OH:32])=[O:31])[CH:25]=4)[CH:19]=3)=[C:10]([N:12]3[CH2:17][CH2:16][O:15][CH2:14][CH2:13]3)[S:11][C:7]=2[C:6](=[O:35])[CH2:5]1, predict the reactants needed to synthesize it. The reactants are: [OH-].[Na+].[CH3:3][C:4]1([CH3:36])[CH2:34][C:8]2[C:9]([C:18]3[CH:23]=[CH:22][N:21]=[C:20]([C:24]4[CH:29]=[CH:28][N:27]=[C:26]([C:30]([O:32]C)=[O:31])[CH:25]=4)[CH:19]=3)=[C:10]([N:12]3[CH2:17][CH2:16][O:15][CH2:14][CH2:13]3)[S:11][C:7]=2[C:6](=[O:35])[CH2:5]1.Cl. (3) Given the product [CH2:1]([O:8][N:9]1[C:15](=[O:16])[N:14]2[CH2:17][C@H:10]1[CH2:11][CH2:12][C@H:13]2[C:18]([NH:21][O:22][CH2:23][CH:24]1[CH2:30][N:29]([C:31]([O:33][C:34]([CH3:37])([CH3:36])[CH3:35])=[O:32])[CH2:28][CH2:27][CH2:26][O:25]1)=[O:20])[C:2]1[CH:3]=[CH:4][CH:5]=[CH:6][CH:7]=1, predict the reactants needed to synthesize it. The reactants are: [CH2:1]([O:8][N:9]1[C:15](=[O:16])[N:14]2[CH2:17][C@H:10]1[CH2:11][CH2:12][C@H:13]2[C:18]([OH:20])=O)[C:2]1[CH:7]=[CH:6][CH:5]=[CH:4][CH:3]=1.[NH2:21][O:22][CH2:23][CH:24]1[CH2:30][N:29]([C:31]([O:33][C:34]([CH3:37])([CH3:36])[CH3:35])=[O:32])[CH2:28][CH2:27][CH2:26][O:25]1.ON1C2C=CC=CC=2N=N1.Cl.C(N=C=NCCCN(C)C)C.